Dataset: Full USPTO retrosynthesis dataset with 1.9M reactions from patents (1976-2016). Task: Predict the reactants needed to synthesize the given product. (1) Given the product [ClH:12].[Br:1][C:2]1[CH:3]=[C:4]([CH3:11])[C:5]([NH:9][NH2:10])=[C:6]([CH3:8])[CH:7]=1, predict the reactants needed to synthesize it. The reactants are: [Br:1][C:2]1[CH:7]=[C:6]([CH3:8])[C:5]([NH:9][NH2:10])=[C:4]([CH3:11])[CH:3]=1.[ClH:12].CO. (2) The reactants are: Cl[C:2]1[CH:12]=[C:11]([NH:13][CH3:14])[C:5]([C:6]([O:8][CH2:9][CH3:10])=[O:7])=[CH:4][N:3]=1.Cl.[CH3:16][O:17][NH:18][CH3:19].C([O-])([O-])=O.[Na+].[Na+]. Given the product [CH3:16][O:17][N:18]([CH3:19])[C:2]1[CH:12]=[C:11]([NH:13][CH3:14])[C:5]([C:6]([O:8][CH2:9][CH3:10])=[O:7])=[CH:4][N:3]=1, predict the reactants needed to synthesize it. (3) Given the product [Cl:21][C:22]1[N:23]=[N:24][C:25]([N:17]2[CH2:18][CH2:19][CH:14]([N:10]3[CH2:9][CH2:8][C:7]4[CH:20]=[C:3]([O:2][CH3:1])[CH:4]=[CH:5][C:6]=4[NH:12][C:11]3=[O:13])[CH2:15][CH2:16]2)=[CH:26][C:27]=1[C:28]([C:30]1[CH:39]=[C:38]([CH3:40])[C:33]2[NH:34][C:35](=[O:37])[O:36][C:32]=2[CH:31]=1)=[O:29], predict the reactants needed to synthesize it. The reactants are: [CH3:1][O:2][C:3]1[CH:4]=[CH:5][C:6]2[NH:12][C:11](=[O:13])[N:10]([CH:14]3[CH2:19][CH2:18][NH:17][CH2:16][CH2:15]3)[CH2:9][CH2:8][C:7]=2[CH:20]=1.[Cl:21][C:22]1[N:23]=[N:24][C:25](Cl)=[CH:26][C:27]=1[C:28]([C:30]1[CH:39]=[C:38]([CH3:40])[C:33]2[NH:34][C:35](=[O:37])[O:36][C:32]=2[CH:31]=1)=[O:29].CCN(C(C)C)C(C)C.C(O)=O. (4) Given the product [CH3:1][O:2][C:3]1[CH:8]=[CH:7][C:6]([N:9]2[C:10]3[CH:15]=[CH:14][CH:13]=[C:12]([C:16]([F:18])([F:17])[F:19])[C:11]=3[N:20]=[C:22]2[CH3:23])=[C:5]([CH3:21])[CH:4]=1, predict the reactants needed to synthesize it. The reactants are: [CH3:1][O:2][C:3]1[CH:8]=[CH:7][C:6]([NH:9][C:10]2[C:11]([NH2:20])=[C:12]([C:16]([F:19])([F:18])[F:17])[CH:13]=[CH:14][CH:15]=2)=[C:5]([CH3:21])[CH:4]=1.[CH3:22][C:23](C)(C)C([O-])([O-])[O-]. (5) Given the product [CH3:12][O:11][C:7]1[CH:8]=[CH:9][CH:10]=[C:3]([O:2][CH3:1])[C:4]=1[C@H:5]1[NH:17][C:15](=[O:16])[CH:14]([CH3:18])[O:6]1, predict the reactants needed to synthesize it. The reactants are: [CH3:1][O:2][C:3]1[CH:10]=[CH:9][CH:8]=[C:7]([O:11][CH3:12])[C:4]=1[CH:5]=[O:6].O[C@@H:14]([CH3:18])[C:15]([NH2:17])=[O:16]. (6) Given the product [CH:12]1([CH:8]2[CH2:7][CH:6]([S:31][C:27]3[CH:28]=[CH:29][CH:30]=[C:25]([C:24]([F:23])([F:32])[F:33])[CH:26]=3)[CH2:11][CH2:10][O:9]2)[CH2:13][CH2:14]1, predict the reactants needed to synthesize it. The reactants are: CS(O[CH:6]1[CH2:11][CH2:10][O:9][CH:8]([CH:12]2[CH2:14][CH2:13]2)[CH2:7]1)(=O)=O.N#N.C([O-])([O-])=O.[K+].[K+].[F:23][C:24]([F:33])([F:32])[C:25]1[CH:26]=[C:27]([SH:31])[CH:28]=[CH:29][CH:30]=1. (7) Given the product [O:1]1[CH2:5][CH2:4][CH:3]([CH2:6][C:7]([O:9][CH3:15])=[O:8])[CH2:2]1, predict the reactants needed to synthesize it. The reactants are: [O:1]1[CH2:5][CH2:4][CH:3]([CH2:6][C:7]([OH:9])=[O:8])[CH2:2]1.S(=O)(=O)(O)O.[CH3:15]O. (8) Given the product [CH2:1]([O:3][C:4]1[CH:5]=[CH:6][C:7]([C:10]2[C:18]3[C:13](=[CH:14][C:15]([NH:19][CH2:26][C:25]4[CH:28]=[CH:29][C:22]([CH2:20][CH3:21])=[CH:23][CH:24]=4)=[CH:16][CH:17]=3)[NH:12][CH:11]=2)=[CH:8][CH:9]=1)[CH3:2], predict the reactants needed to synthesize it. The reactants are: [CH2:1]([O:3][C:4]1[CH:9]=[CH:8][C:7]([C:10]2[C:18]3[C:13](=[CH:14][C:15]([NH2:19])=[CH:16][CH:17]=3)[NH:12][CH:11]=2)=[CH:6][CH:5]=1)[CH3:2].[CH2:20]([C:22]1[CH:29]=[CH:28][C:25]([CH:26]=O)=[CH:24][CH:23]=1)[CH3:21].[BH4-].[Na+]. (9) Given the product [F:1][C:2]1([F:13])[O:6][C:5]2[CH:7]=[CH:8][C:9]([CH:11]([C:40]3[C:39]4[C:43](=[C:35]([CH2:34][S:33][CH3:32])[CH:36]=[CH:37][CH:38]=4)[NH:42][CH:41]=3)[CH:19]3[C:20](=[O:21])[O:22][C:15]([CH3:23])([CH3:14])[O:16][C:17]3=[O:18])=[CH:10][C:4]=2[O:3]1, predict the reactants needed to synthesize it. The reactants are: [F:1][C:2]1([F:13])[O:6][C:5]2[CH:7]=[CH:8][C:9]([CH:11]=O)=[CH:10][C:4]=2[O:3]1.[CH3:14][C:15]1([CH3:23])[O:22][C:20](=[O:21])[CH2:19][C:17](=[O:18])[O:16]1.N1CCCC1C(O)=O.[CH3:32][S:33][CH2:34][C:35]1[CH:36]=[CH:37][CH:38]=[C:39]2[C:43]=1[NH:42][CH:41]=[CH:40]2.